From a dataset of Forward reaction prediction with 1.9M reactions from USPTO patents (1976-2016). Predict the product of the given reaction. (1) Given the reactants [CH3:1][S:2](Cl)(=[O:4])=[O:3].Cl.[CH2:7]([N:9]1[C:13]2[N:14]=[CH:15][C:16]([C:25]3[O:29][N:28]=[C:27]([CH2:30][CH:31]4[CH2:36][CH2:35][NH:34][CH2:33][CH2:32]4)[N:26]=3)=[C:17]([NH:18][CH:19]3[CH2:24][CH2:23][O:22][CH2:21][CH2:20]3)[C:12]=2[CH:11]=[N:10]1)[CH3:8].N1C=CC=CC=1, predict the reaction product. The product is: [CH2:7]([N:9]1[C:13]2[N:14]=[CH:15][C:16]([C:25]3[O:29][N:28]=[C:27]([CH2:30][CH:31]4[CH2:36][CH2:35][N:34]([S:2]([CH3:1])(=[O:4])=[O:3])[CH2:33][CH2:32]4)[N:26]=3)=[C:17]([NH:18][CH:19]3[CH2:20][CH2:21][O:22][CH2:23][CH2:24]3)[C:12]=2[CH:11]=[N:10]1)[CH3:8]. (2) Given the reactants [CH3:1][O:2][C:3](=[O:15])[C:4](=O)[CH:5](Cl)[C:6]1[CH:7]=[C:8]([CH3:12])[CH:9]=[CH:10][CH:11]=1.[NH2:16][C:17](=[S:27])CNC(=O)OC(C)(C)C.[C:28](#N)C, predict the reaction product. The product is: [CH3:1][O:2][C:3]([C:4]1[N:16]=[CH:17][S:27][C:5]=1[C:6]1[CH:11]=[CH:10][C:9]([CH3:28])=[C:8]([CH3:12])[CH:7]=1)=[O:15]. (3) Given the reactants [C:1]([O:5][C:6]([N:8]1[CH2:13][CH2:12][CH:11]([CH2:14][NH:15][C:16]2[C:21]([C:22]([OH:24])=O)=[CH:20][N:19]=[C:18](Cl)[N:17]=2)[CH2:10][CH2:9]1)=[O:7])([CH3:4])([CH3:3])[CH3:2].[CH:26]1[CH:27]=[CH:28][C:29]2[N:34]([OH:35])[N:33]=[N:32][C:30]=2[CH:31]=1.C(Cl)CCl.[NH3:40], predict the reaction product. The product is: [N:34]1([O:35][C:18]2[N:17]=[C:16]([NH:15][CH2:14][CH:11]3[CH2:10][CH2:9][N:8]([C:6]([O:5][C:1]([CH3:4])([CH3:3])[CH3:2])=[O:7])[CH2:13][CH2:12]3)[C:21]([C:22](=[O:24])[NH2:40])=[CH:20][N:19]=2)[C:29]2[CH:28]=[CH:27][CH:26]=[CH:31][C:30]=2[N:32]=[N:33]1. (4) Given the reactants O.C1(C)C=CC(S(O)(=O)=O)=CC=1.[C:13]([CH:16]([CH2:22][C:23](=O)[C:24]1[CH:29]=[CH:28][CH:27]=[CH:26][CH:25]=1)[C:17]([O:19][CH2:20][CH3:21])=[O:18])(=O)[CH3:14].[O:31]1[CH2:36][CH2:35][N:34]([CH2:37][CH2:38][CH2:39][NH2:40])[CH2:33][CH2:32]1, predict the reaction product. The product is: [CH3:14][C:13]1[N:40]([CH2:39][CH2:38][CH2:37][N:34]2[CH2:35][CH2:36][O:31][CH2:32][CH2:33]2)[C:23]([C:24]2[CH:29]=[CH:28][CH:27]=[CH:26][CH:25]=2)=[CH:22][C:16]=1[C:17]([O:19][CH2:20][CH3:21])=[O:18]. (5) The product is: [NH:23]1[C:31]2[C:26](=[CH:27][CH:28]=[CH:29][CH:30]=2)[C:25]([CH2:10][CH2:9][N:8]2[C:35]([CH2:36][C:14]3[CH:19]=[CH:18][CH:17]=[CH:16][CH:15]=3)=[N:34][N:33]=[C:20]2[C@H:9]([NH:8][C:5](=[O:7])[C:2]([NH2:1])([CH3:4])[CH3:3])[CH2:10][C:11]2[C:19]3[C:14](=[CH:15][CH:16]=[CH:17][CH:18]=3)[NH:13][CH:12]=2)=[CH:24]1. Given the reactants [NH2:1][C:2]([C:5]([OH:7])=O)([CH3:4])[CH3:3].[NH2:8][C@H:9]([C:20](O)=O)[CH2:10][C:11]1[C:19]2[C:14](=[CH:15][CH:16]=[CH:17][CH:18]=2)[NH:13][CH:12]=1.[NH:23]1[C:31]2[C:26](=[CH:27][CH:28]=[CH:29][CH:30]=2)[CH:25]=[CH:24]1.N1[CH:36]=[CH:35][N:34]=[N:33]1, predict the reaction product.